From a dataset of Forward reaction prediction with 1.9M reactions from USPTO patents (1976-2016). Predict the product of the given reaction. (1) Given the reactants C([O:8][CH2:9][CH2:10][CH2:11][CH2:12][C@H:13]1[N:18]([C:19]([O:21][C:22]([CH3:25])([CH3:24])[CH3:23])=[O:20])[C:17]([C:26]2[CH:31]=[C:30]([F:32])[C:29]([F:33])=[C:28]([F:34])[CH:27]=2)=[CH:16][O:15][CH2:14]1)C1C=CC=CC=1, predict the reaction product. The product is: [OH:8][CH2:9][CH2:10][CH2:11][CH2:12][C@@H:13]1[CH2:14][O:15][CH2:16][C@H:17]([C:26]2[CH:27]=[C:28]([F:34])[C:29]([F:33])=[C:30]([F:32])[CH:31]=2)[N:18]1[C:19]([O:21][C:22]([CH3:25])([CH3:24])[CH3:23])=[O:20]. (2) Given the reactants [CH2:1]([C:3]1[N:4]([C:28]2[CH:33]=[CH:32][C:31]([OH:34])=[CH:30][CH:29]=2)[C:5](=[O:27])[C:6]([CH2:12][C:13]2[CH:18]=[CH:17][C:16]([C:19]3[C:20]([C:25]#[N:26])=[CH:21][CH:22]=[CH:23][CH:24]=3)=[CH:15][CH:14]=2)=[C:7]([CH2:9][CH2:10][CH3:11])[N:8]=1)[CH3:2].[Si](O[CH:43]1[CH2:48][CH2:47][CH:46]([OH:49])[CH2:45][CH2:44]1)(C(C)(C)C)(C)C.C1(P(C2C=CC=CC=2)C2C=CC=CC=2)C=CC=CC=1.[N:70]([C:71]([O:73]C(C)C)=[O:72])=[N:70][C:71]([O:73]C(C)C)=[O:72], predict the reaction product. The product is: [CH2:1]([C:3]1[N:4]([C:28]2[CH:33]=[CH:32][C:31]([O:34][C@H:43]3[CH2:44][CH2:45][C@@H:46]([OH:49])[CH2:47][CH2:48]3)=[CH:30][CH:29]=2)[C:5](=[O:27])[C:6]([CH2:12][C:13]2[CH:18]=[CH:17][C:16]([C:19]3[CH:24]=[CH:23][CH:22]=[CH:21][C:20]=3[C:25]3[NH:70][C:71](=[O:72])[O:73][N:26]=3)=[CH:15][CH:14]=2)=[C:7]([CH2:9][CH2:10][CH3:11])[N:8]=1)[CH3:2]. (3) Given the reactants [CH3:1][N:2]1[CH:6]([CH3:7])[CH:5]([C:8]2[CH:13]=[CH:12][CH:11]=[CH:10][CH:9]=2)[NH:4][C:3]1=[O:14].C([O:22][C:23]1[CH:40]=[CH:39][C:38]2[C:37]3[C@H:28]([C@H:29]4[C@@:33]([CH2:35][C:36]=3C/C=C\CCCCCC[C@H](CCC(F)(F)C(F)(F)C(F)(F)C(F)(F)F)C(N3[C@H](C5C=CC=CC=5)[C@H](C)N(C)C3=O)=O)([CH3:34])[C@@H:32]([O:82]CC3C=CC=CC=3)[CH2:31][CH2:30]4)[CH2:27][CH2:26][C:25]=2[CH:24]=1)C1C=CC=CC=1, predict the reaction product. The product is: [OH:22][C:23]1[CH:40]=[CH:39][C:38]2[C@@H:37]3[C@H:28]([C@H:29]4[C@@:33]([CH2:35][CH2:36]3)([CH3:34])[C@@H:32]([OH:82])[CH2:31][CH2:30]4)[CH2:27][CH2:26][C:25]=2[CH:24]=1.[CH3:1][N:2]1[CH:6]([CH3:7])[CH:5]([C:8]2[CH:9]=[CH:10][CH:11]=[CH:12][CH:13]=2)[NH:4][C:3]1=[O:14]. (4) Given the reactants [S:1]([O:6]C)([O:4][CH3:5])(=[O:3])=[O:2].[CH3:8][N:9]([CH3:11])[CH3:10], predict the reaction product. The product is: [S:1]([O-:6])([O-:4])(=[O:3])=[O:2].[CH3:8][N+:9]([CH3:5])([CH3:11])[CH3:10].[CH3:8][N+:9]([CH3:5])([CH3:11])[CH3:10]. (5) Given the reactants [CH:1]1([CH:7]2[O:12][CH:8]2[C:9]([OH:11])=[O:10])[CH2:6][CH2:5][CH2:4][CH2:3][CH2:2]1.[OH-].[Na+].[CH2:15]([NH2:22])[C:16]1[CH:21]=[CH:20][CH:19]=[CH:18][CH:17]=1.Cl, predict the reaction product. The product is: [CH2:15]([NH:22][CH:8]([CH:7]([CH:1]1[CH2:2][CH2:3][CH2:4][CH2:5][CH2:6]1)[OH:12])[C:9]([OH:11])=[O:10])[C:16]1[CH:21]=[CH:20][CH:19]=[CH:18][CH:17]=1.